Task: Predict the reactants needed to synthesize the given product.. Dataset: Full USPTO retrosynthesis dataset with 1.9M reactions from patents (1976-2016) (1) Given the product [CH2:33]([C:30]1[CH:29]=[N:28][C:27]([N:23]2[CH2:24][CH2:25][CH:20]([N:4]3[CH2:5][CH2:6][CH2:7][C@H:8]([NH:9][C:10](=[O:19])[O:11][CH2:12][C:13]4[CH:18]=[CH:17][CH:16]=[CH:15][CH:14]=4)[C:3]3=[O:2])[CH2:21][CH2:22]2)=[N:32][CH:31]=1)[CH3:34], predict the reactants needed to synthesize it. The reactants are: Cl.[O:2]=[C:3]1[C@@H:8]([NH:9][C:10](=[O:19])[O:11][CH2:12][C:13]2[CH:18]=[CH:17][CH:16]=[CH:15][CH:14]=2)[CH2:7][CH2:6][CH2:5][N:4]1[CH:20]1[CH2:25][CH2:24][NH:23][CH2:22][CH2:21]1.Cl[C:27]1[N:32]=[CH:31][C:30]([CH2:33][CH3:34])=[CH:29][N:28]=1.CCN(C(C)C)C(C)C. (2) Given the product [C:26]([C:12]1[C:11](=[O:30])[NH:10][C:9](=[O:8])[NH:14][C:13]=1[C:15]([C:17]1[CH:18]=[C:19]([CH:22]=[C:23]([CH3:25])[CH:24]=1)[C:20]#[N:21])=[O:16])([CH3:29])([CH3:28])[CH3:27], predict the reactants needed to synthesize it. The reactants are: C([O:8][C:9]1[N:14]=[C:13]([C:15]([C:17]2[CH:18]=[C:19]([CH:22]=[C:23]([CH3:25])[CH:24]=2)[C:20]#[N:21])=[O:16])[C:12]([C:26]([CH3:29])([CH3:28])[CH3:27])=[C:11]([O:30]CC2C=CC=CC=2)[N:10]=1)C1C=CC=CC=1. (3) Given the product [F:36][C:33]1[CH:34]=[CH:35][C:30]([C:24]2[C:23]([CH2:22][O:21][C:18]3[CH:19]=[CH:20][C:15]([C:14]([NH:5][CH:6]4[CH2:11][CH2:10][O:9][CH2:8][CH2:7]4)=[O:13])=[CH:16][N:17]=3)=[C:27]([CH2:28][OH:29])[O:26][N:25]=2)=[CH:31][CH:32]=1, predict the reactants needed to synthesize it. The reactants are: C[Al](C)C.[NH2:5][CH:6]1[CH2:11][CH2:10][O:9][CH2:8][CH2:7]1.C[O:13][C:14](=O)[C:15]1[CH:20]=[CH:19][C:18]([O:21][CH2:22][C:23]2[C:24]([C:30]3[CH:35]=[CH:34][C:33]([F:36])=[CH:32][CH:31]=3)=[N:25][O:26][C:27]=2[CH2:28][OH:29])=[N:17][CH:16]=1.C1(C)C=CC=CC=1. (4) The reactants are: [CH2:1]([O:3][CH:4]([O:18][CH2:19][CH3:20])[CH2:5][N:6]1[C:10]([NH2:11])=[CH:9][C:8]([C:12]2[CH:17]=[CH:16][N:15]=[N:14][CH:13]=2)=[N:7]1)[CH3:2].Br[C:22]1[CH:27]=[C:26]([N+:28]([O-:30])=[O:29])[CH:25]=[CH:24][C:23]=1[CH3:31]. Given the product [CH2:19]([O:18][CH:4]([O:3][CH2:1][CH3:2])[CH2:5][N:6]1[C:10]([NH:11][C:22]2[CH:27]=[C:26]([N+:28]([O-:30])=[O:29])[CH:25]=[CH:24][C:23]=2[CH3:31])=[CH:9][C:8]([C:12]2[CH:17]=[CH:16][N:15]=[N:14][CH:13]=2)=[N:7]1)[CH3:20], predict the reactants needed to synthesize it. (5) Given the product [Br:1][C:2]1[N:3]=[C:4]([C:33]2[CH:38]=[CH:37][C:36]([C:39]([F:42])([F:40])[F:41])=[CH:35][CH:34]=2)[NH:5][C:6]=1[C:7]1[N:12]=[C:11]([NH:13][CH2:14][C@@H:15]([NH2:17])[CH3:16])[CH:10]=[CH:9][N:8]=1, predict the reactants needed to synthesize it. The reactants are: [Br:1][C:2]1[N:3]=[C:4]([C:33]2[CH:38]=[CH:37][C:36]([C:39]([F:42])([F:41])[F:40])=[CH:35][CH:34]=2)[N:5](COCC[Si](C)(C)C)[C:6]=1[C:7]1[N:12]=[C:11]([NH:13][CH2:14][C@@H:15]([NH:17]C(=O)OC(C)(C)C)[CH3:16])[CH:10]=[CH:9][N:8]=1. (6) Given the product [Si:1]([O:9][CH2:10][CH2:11][C:12]1[CH:17]=[CH:16][C:15]([OH:18])=[C:14]([I:19])[CH:13]=1)([C:4]([CH3:7])([CH3:6])[CH3:5])([CH3:3])[CH3:2], predict the reactants needed to synthesize it. The reactants are: [Si:1](Cl)([C:4]([CH3:7])([CH3:6])[CH3:5])([CH3:3])[CH3:2].[OH:9][CH2:10][CH2:11][C:12]1[CH:17]=[CH:16][C:15]([OH:18])=[C:14]([I:19])[CH:13]=1.N1C=CN=C1.O. (7) Given the product [Cl:30][C:31]1[CH:32]=[C:33]([C@@:39]2([C:54]([F:56])([F:57])[F:55])[O:43][N:42]=[C:41]([C:44]3[CH:52]=[CH:51][C:47]([C:48]([NH:7][CH:5]4[CH2:6][S:3](=[O:8])(=[O:2])[CH2:4]4)=[O:49])=[C:46]([CH3:53])[CH:45]=3)[CH2:40]2)[CH:34]=[C:35]([Cl:38])[C:36]=1[F:37], predict the reactants needed to synthesize it. The reactants are: Cl.[O:2]=[S:3]1(=[O:8])[CH2:6][CH:5]([NH2:7])[CH2:4]1.OC1C=CC2NN=NC=2N=1.C(N=C=NCCCN(C)C)C.[Cl:30][C:31]1[CH:32]=[C:33]([C@@:39]2([C:54]([F:57])([F:56])[F:55])[O:43][N:42]=[C:41]([C:44]3[CH:52]=[CH:51][C:47]([C:48](O)=[O:49])=[C:46]([CH3:53])[CH:45]=3)[CH2:40]2)[CH:34]=[C:35]([Cl:38])[C:36]=1[F:37]. (8) Given the product [CH3:1][N:2]1[CH2:11][CH:10]([C:12]2[CH:21]=[CH:20][C:19]3[C:14](=[CH:15][CH:16]=[CH:17][CH:18]=3)[CH:13]=2)[C:9]2[C:4](=[CH:5][C:6]([C:35]3[N:34]=[N:33][C:32]([NH2:31])=[CH:37][CH:36]=3)=[CH:7][CH:8]=2)[CH2:3]1, predict the reactants needed to synthesize it. The reactants are: [CH3:1][N:2]1[CH2:11][CH:10]([C:12]2[CH:21]=[CH:20][C:19]3[C:14](=[CH:15][CH:16]=[CH:17][CH:18]=3)[CH:13]=2)[C:9]2[C:4](=[CH:5][C:6](B3OC(C)(C)C(C)(C)O3)=[CH:7][CH:8]=2)[CH2:3]1.[NH2:31][C:32]1[N:33]=[N:34][C:35](Cl)=[CH:36][CH:37]=1.C(=O)([O-])[O-].[Cs+].[Cs+].CN(C=O)C. (9) Given the product [F:26][C:23]1[CH:24]=[CH:25][C:20]([C:5]2[N:4]=[CH:3][N:2]([CH3:1])[C:6]=2[C:7]2[S:19][C:10]3[N:11]=[CH:12][N:13]=[C:14]([S:15]([CH3:18])(=[O:17])=[O:16])[C:9]=3[CH:8]=2)=[CH:21][CH:22]=1, predict the reactants needed to synthesize it. The reactants are: [CH3:1][N:2]1[C:6]([C:7]2[S:19][C:10]3[N:11]=[CH:12][N:13]=[C:14]([S:15]([CH3:18])(=[O:17])=[O:16])[C:9]=3[CH:8]=2)=[C:5]([C:20]2[CH:25]=[CH:24][CH:23]=[CH:22][CH:21]=2)[N:4]=[CH:3]1.[F:26]C1C=CC(C2N=CN(C)C=2C2SC3N=CN=C(SC)C=3C=2)=CC=1.